This data is from Full USPTO retrosynthesis dataset with 1.9M reactions from patents (1976-2016). The task is: Predict the reactants needed to synthesize the given product. (1) Given the product [C:1]([O:14][CH2:15][CH:16]=[CH2:17])(=[O:13])[CH2:2][CH2:3][C:4]([O:6][CH2:7][CH2:8][CH2:9][C:10]([O:55][C@:26]([C:20]1[CH:21]=[CH:22][C:23]([F:25])=[CH:24][C:19]=1[F:18])([CH2:49][N:50]1[CH:54]=[N:53][CH:52]=[N:51]1)[C@H:27]([S:29][C@@H:30]1[CH2:31][O:32][C@@H:33](/[CH:36]=[CH:37]/[CH:38]=[CH:39]/[C:40]2[CH:47]=[CH:46][C:43]([C:44]#[N:45])=[CH:42][C:41]=2[F:48])[O:34][CH2:35]1)[CH3:28])=[O:11])=[O:5], predict the reactants needed to synthesize it. The reactants are: [C:1]([O:14][CH2:15][CH:16]=[CH2:17])(=[O:13])[CH2:2][CH2:3][C:4]([O:6][CH2:7][CH2:8][CH2:9][C:10](Cl)=[O:11])=[O:5].[F:18][C:19]1[CH:24]=[C:23]([F:25])[CH:22]=[CH:21][C:20]=1[C@@:26]([OH:55])([CH2:49][N:50]1[CH:54]=[N:53][CH:52]=[N:51]1)[C@H:27]([S:29][C@@H:30]1[CH2:35][O:34][C@@H:33](/[CH:36]=[CH:37]/[CH:38]=[CH:39]/[C:40]2[CH:47]=[CH:46][C:43]([C:44]#[N:45])=[CH:42][C:41]=2[F:48])[O:32][CH2:31]1)[CH3:28].[H-].[Na+]. (2) Given the product [CH3:2][O:3][C:4]1[CH:9]=[CH:8][CH:7]=[CH:6][C:5]=1[N:10]1[C:17]([CH3:18])=[C:13]([CH3:12])[C:14]([CH3:15])=[N:11]1, predict the reactants needed to synthesize it. The reactants are: Cl.[CH3:2][O:3][C:4]1[CH:9]=[CH:8][CH:7]=[CH:6][C:5]=1[NH:10][NH2:11].[CH3:12][CH:13]([C:17](=O)[CH3:18])[C:14](=O)[CH3:15].O.C(=O)([O-])[O-].[Na+].[Na+]. (3) Given the product [CH2:1]([O:3][C:4]([CH:6]1[C:10]([C:11]2[CH:12]=[CH:13][C:14]([F:17])=[CH:15][CH:16]=2)=[CH:9][NH:8][N:7]1[CH2:21][CH2:20][N:23]([CH3:27])[CH3:24])=[O:5])[CH3:2], predict the reactants needed to synthesize it. The reactants are: [CH2:1]([O:3][C:4]([C:6]1[C:10]([C:11]2[CH:16]=[CH:15][C:14]([F:17])=[CH:13][CH:12]=2)=[CH:9][NH:8][N:7]=1)=[O:5])[CH3:2].[H-].[Na+].[CH:20]([N:23]([CH2:27]C)[CH:24](C)C)(C)[CH3:21].ClCCN(C)C.Cl. (4) Given the product [CH:16]1([N:7]2[CH2:8][C:9]([F:15])([F:14])[C:10](=[O:13])[N:11]([CH3:12])[C:5]3[CH:4]=[N:3][C:2]([NH:33][C:34]4[CH:35]=[CH:36][C:37]([C:38]([NH:40][CH:41]5[CH2:46][CH2:45][O:44][CH2:43][CH2:42]5)=[O:39])=[CH:47][CH:48]=4)=[N:20][C:6]2=3)[CH2:19][CH2:18][CH2:17]1, predict the reactants needed to synthesize it. The reactants are: Cl[C:2]1[N:3]=[CH:4][C:5]2[N:11]([CH3:12])[C:10](=[O:13])[C:9]([F:15])([F:14])[CH2:8][N:7]([CH:16]3[CH2:19][CH2:18][CH2:17]3)[C:6]=2[N:20]=1.O.C1(C)C(S(O)(=O)=O)=CC=CC=1.[NH2:33][C:34]1[CH:48]=[CH:47][C:37]([C:38]([NH:40][CH:41]2[CH2:46][CH2:45][O:44][CH2:43][CH2:42]2)=[O:39])=[CH:36][CH:35]=1. (5) Given the product [CH3:1][O:2][C:3](=[O:12])[C:4]1[CH:9]=[CH:8][CH:7]=[C:6]([CH2:10][O:31][C:21]2[C:22]([O:28][CH2:29][CH3:30])=[CH:23][C:24]([CH:25]=[O:26])=[CH:27][C:20]=2[Br:19])[CH:5]=1, predict the reactants needed to synthesize it. The reactants are: [CH3:1][O:2][C:3](=[O:12])[C:4]1[CH:9]=[CH:8][CH:7]=[C:6]([CH2:10]Br)[CH:5]=1.C([O-])([O-])=O.[K+].[K+].[Br:19][C:20]1[C:21]([OH:31])=[C:22]([O:28][CH2:29][CH3:30])[CH:23]=[C:24]([CH:27]=1)[CH:25]=[O:26].C(O)(=O)CC(CC(O)=O)(C(O)=O)O. (6) Given the product [NH2:8][C:4]1[N:5]=[CH:6][N:7]=[C:2]([NH:15][C@H:16]([C:19]2[N:28]([C:29]3[CH:34]=[CH:33][CH:32]=[CH:31][C:30]=3[F:35])[C:27](=[O:36])[C:26]3[C:21](=[CH:22][CH:23]=[CH:24][CH:25]=3)[N:20]=2)[CH2:17][CH3:18])[C:3]=1[C:9]1[O:10][C:11]([CH3:14])=[N:12][N:13]=1, predict the reactants needed to synthesize it. The reactants are: Cl[C:2]1[N:7]=[CH:6][N:5]=[C:4]([NH2:8])[C:3]=1[C:9]1[O:10][C:11]([CH3:14])=[N:12][N:13]=1.[NH2:15][C@H:16]([C:19]1[N:28]([C:29]2[CH:34]=[CH:33][CH:32]=[CH:31][C:30]=2[F:35])[C:27](=[O:36])[C:26]2[C:21](=[CH:22][CH:23]=[CH:24][CH:25]=2)[N:20]=1)[CH2:17][CH3:18].CCN(C(C)C)C(C)C.CCOC(C)=O.